This data is from Full USPTO retrosynthesis dataset with 1.9M reactions from patents (1976-2016). The task is: Predict the reactants needed to synthesize the given product. (1) Given the product [NH2:1][C:2]1[C:3]([C:17]([NH2:18])=[O:22])=[N:4][C:5]([C:9]2[CH:14]=[CH:13][C:12](=[O:15])[N:11]([CH3:16])[CH:10]=2)=[CH:6][N+:7]=1[O-:8], predict the reactants needed to synthesize it. The reactants are: [NH2:1][C:2]1[C:3]([C:17]#[N:18])=[N:4][C:5]([C:9]2[CH:14]=[CH:13][C:12](=[O:15])[N:11]([CH3:16])[CH:10]=2)=[CH:6][N+:7]=1[O-:8].Br.CC(O)=[O:22].[OH-].[Na+]. (2) Given the product [CH:1]([C:4]1[C:12]2[N:11]([CH3:13])[CH2:10][CH:9]3[CH2:14][NH:15][CH2:16][CH2:17][C:7]([C:8]=23)=[CH:6][CH:5]=1)([CH3:3])[CH3:2], predict the reactants needed to synthesize it. The reactants are: [CH:1]([C:4]1[C:12]2[N:11]([CH3:13])[CH2:10][CH:9]3[CH2:14][N:15](C(OC(C)(C)C)=O)[CH2:16][CH2:17][C:7]([C:8]=23)=[CH:6][CH:5]=1)([CH3:3])[CH3:2].Cl.C(OCC)(=O)C.C(=O)(O)[O-].[Na+]. (3) Given the product [C:1]([O:5][C:6]([N:8]1[CH2:12][C@@H:11]([O:13][Si:22]([C:25]([CH3:28])([CH3:27])[CH3:26])([CH3:24])[CH3:23])[CH2:10][C@H:9]1[C:14]([OH:16])=[O:15])=[O:7])([CH3:4])([CH3:2])[CH3:3], predict the reactants needed to synthesize it. The reactants are: [C:1]([O:5][C:6]([N:8]1[CH2:12][C@@H:11]([OH:13])[CH2:10][C@H:9]1[C:14]([OH:16])=[O:15])=[O:7])([CH3:4])([CH3:3])[CH3:2].N1C=CN=C1.[Si:22](Cl)([C:25]([CH3:28])([CH3:27])[CH3:26])([CH3:24])[CH3:23].O.[OH-].[Li+].Cl. (4) Given the product [Br:9][C:10]1[CH:11]=[CH:12][C:13]([CH:16]([CH3:2])[C:17]([O:19][CH2:20][CH3:21])=[O:18])=[CH:14][CH:15]=1, predict the reactants needed to synthesize it. The reactants are: [Li+].[CH3:2]C([N-]C(C)C)C.[Br:9][C:10]1[CH:15]=[CH:14][C:13]([CH2:16][C:17]([O:19][CH2:20][CH3:21])=[O:18])=[CH:12][CH:11]=1.IC. (5) Given the product [C:1]1([C:7]2[C:8]3[CH:19]=[CH:18][CH:17]=[CH:16][C:9]=3[S:10][C:11]=2[C:12]([OH:14])=[O:13])[CH:2]=[CH:3][CH:4]=[CH:5][CH:6]=1, predict the reactants needed to synthesize it. The reactants are: [C:1]1([C:7]2[C:8]3[CH:19]=[CH:18][CH:17]=[CH:16][C:9]=3[S:10][C:11]=2[C:12]([O:14]C)=[O:13])[CH:6]=[CH:5][CH:4]=[CH:3][CH:2]=1.O.[OH-].[Li+].O. (6) Given the product [CH:27]([C:2]1[CH:7]=[CH:6][C:5]([NH:8][C:9](=[O:18])[O:10][CH2:11][C:12]2[CH:17]=[CH:16][CH:15]=[CH:14][CH:13]=2)=[CH:4][CH:3]=1)=[O:28], predict the reactants needed to synthesize it. The reactants are: Br[C:2]1[CH:7]=[CH:6][C:5]([NH:8][C:9](=[O:18])[O:10][CH2:11][C:12]2[CH:17]=[CH:16][CH:15]=[CH:14][CH:13]=2)=[CH:4][CH:3]=1.[Li]CCCC.CN([CH:27]=[O:28])C. (7) Given the product [OH:14][C:13]1[N:12]([C:15]2[CH:23]=[CH:22][C:18]([C:19]([N:31]3[CH2:32][CH2:33][N:28]([CH:25]([CH3:27])[CH3:26])[C@H:29]([CH3:34])[CH2:30]3)=[O:21])=[CH:17][N:16]=2)[N:11]=[CH:10][C:9]=1[C:6]1[CH:7]=[CH:8][C:3]([C:1]#[N:2])=[CH:4][C:5]=1[CH3:24], predict the reactants needed to synthesize it. The reactants are: [C:1]([C:3]1[CH:8]=[CH:7][C:6]([C:9]2[CH:10]=[N:11][N:12]([C:15]3[CH:23]=[CH:22][C:18]([C:19]([OH:21])=O)=[CH:17][N:16]=3)[C:13]=2[OH:14])=[C:5]([CH3:24])[CH:4]=1)#[N:2].[CH:25]([N:28]1[CH2:33][CH2:32][NH:31][CH2:30][C@H:29]1[CH3:34])([CH3:27])[CH3:26]. (8) Given the product [CH:6]([OH:8])=[O:7].[NH2:5][CH2:9][CH2:10][NH:11][S:12]([C:15]1[CH:20]=[CH:19][C:18]([C:21]2[CH:26]=[CH:25][N:24]=[C:23]3[NH:27][C:28]([CH2:30][OH:31])=[CH:29][C:22]=23)=[CH:17][CH:16]=1)(=[O:13])=[O:14], predict the reactants needed to synthesize it. The reactants are: CC([N:5]([CH2:9][CH2:10][NH:11][S:12]([C:15]1[CH:20]=[CH:19][C:18]([C:21]2[CH:26]=[CH:25][N:24]=[C:23]3[N:27](S(C4C=CC(C)=CC=4)(=O)=O)[C:28]([CH2:30][OH:31])=[CH:29][C:22]=23)=[CH:17][CH:16]=1)(=[O:14])=[O:13])[C:6](=[O:8])[O-:7])(C)C.C1(C)C=CC(S(O)(=O)=O)=CC=1. (9) Given the product [F:1][C:2]1[CH:7]=[CH:6][C:5]([N+:22]([O-:24])=[O:23])=[CH:4][C:3]=1[C:8]12[CH2:15][CH:14]1[CH2:13][CH2:12][S:11][C:10]([NH2:16])=[N:9]2, predict the reactants needed to synthesize it. The reactants are: [F:1][C:2]1[CH:7]=[CH:6][CH:5]=[CH:4][C:3]=1[C:8]12[CH2:15][CH:14]1[CH2:13][CH2:12][S:11][C:10]([NH2:16])=[N:9]2.S(=O)(=O)(O)O.[N+:22]([O-])([OH:24])=[O:23].[OH-].[Na+].